From a dataset of TCR-epitope binding with 47,182 pairs between 192 epitopes and 23,139 TCRs. Binary Classification. Given a T-cell receptor sequence (or CDR3 region) and an epitope sequence, predict whether binding occurs between them. The TCR CDR3 sequence is CASSLDGVDTQYF. Result: 1 (the TCR binds to the epitope). The epitope is LLFNKVTLA.